Dataset: Experimentally validated miRNA-target interactions with 360,000+ pairs, plus equal number of negative samples. Task: Binary Classification. Given a miRNA mature sequence and a target amino acid sequence, predict their likelihood of interaction. (1) The miRNA is hsa-miR-15b-5p with sequence UAGCAGCACAUCAUGGUUUACA. The protein sequence of the target gene is MATEQRPFHLVVFGASGFTGQFVTEEVAREQVDPERSSRLPWAVAGRSREKLQRVLEKAALKLGRPTLSSEVGIIICDIANPASLDEMAKQATVVLNCVGPYRFYGEPVIKACIENGASCIDISGEPQFLELMQLKYHEKAADKGVYIIGSSGFDSIPADLGVIYTRNKMNGTLTAVESFLTIHSGPEGLSIHDGTWKSAIYGFGDQSNLRKLRNVSNLKPVPLIGPKLKRRWPISYCRELKGYSIPFMGSDVSVVRRTQRYLYENLEESPVQYAAYVTVGGITSVIKLMFAGLFFLFFV.... Result: 1 (interaction). (2) The miRNA is mmu-miR-539-3p with sequence CAUACAAGGAUAAUUUCUUUUU. The protein sequence of the target gene is MAFLTGPRLLDWASSPPHLQFNKFVLTGYRPASSGSGCLRSLFYLHNELGNIYTHGLALLGFLVLVPMTMPWSQLGKDGWLGGTHCVACLVPPAASVLYHLFMCHQGGSPVYTRLLALDMCGVCLVNTLGALPIIHCTLACRPWLRPAALMGYTALSGVAGWRALTAPSTSARLRAFGWQAGARLLVFGARGVGLGSGAPGSLPCYLRMDALALLGGLVNVARLPERWGPGRFDYWGNSHQIMHLLSVGSILQLHAGVVPDLLWAAHHACPPD. Result: 0 (no interaction). (3) The miRNA is hsa-miR-545-3p with sequence UCAGCAAACAUUUAUUGUGUGC. The protein sequence of the target gene is MKDVDNLKSIKEEWVCETGSDNQPLGNNQQSNCEYFVDSLFEEAQKVSSKCVSPAEQKKQVDVNIKLWKNGFTVNDDFRSYSDGASQQFLNSIKKGELPSELQGIFDKEEVDVKVEDKKNEICLSTKPVFQPFSGQGHRLGSATPKIVSKAKNIEVENKNNLSAVPLNNLEPITNIQIWLANGKRIVQKFNITHRVSHIKDFIEKYQGSQRSPPFSLATALPVLRLLDETLTLEEADLQNAVIIQRLQKTASFRELSEH. Result: 1 (interaction). (4) The miRNA is hsa-miR-7705 with sequence AAUAGCUCAGAAUGUCAGUUCUG. The protein sequence of the target gene is MVDRLANSEANTRRISIVESCFGAAGQPLTIPGRVLIGEGVLTKLCRKKPKARQFFLFNDILVYGNIVIQKKKYNKQHIIPLENVTIDSIKDEGELRNGWLIKTPTKSFAVYAATATEKSEWMNHINKCVTDLLSKSGKTPSNEHAAVWVPDSEATVCMRCQKAKFTPVNRRHHCRKCGFVVCGPCSEKRFLLPSQSSKPVRICDFCYDLLSTGDMAACQPTRSDSYSQSLKSPLNDASDDDDDDDSSD. Result: 0 (no interaction). (5) The miRNA is hsa-miR-30c-5p with sequence UGUAAACAUCCUACACUCUCAGC. The protein sequence of the target gene is MADAASQVLLGSGLTILSQPLMYVKVLIQVGYEPLPPTIGRNIFGRQVCQLPGLFSYAQHIASIDGRRGLFTGLTPRLCSGVLGTVVHGKVLQHYQESDKGEELGPGNVQKEVSSSFDHVIKETTREMIARSAATLITHPFHVITLRSMVQFIGRESKYCGLCDSIITIYREEGILGFFAGLVPRLLGDILSLWLCNSLAYLVNTYALDSGVSTMNEMKSYSQAVTGFFASMLTYPFVLVSNLMAVNNCGLAGGCPPYSPIYTSWIDCWCMLQKEGNMSRGNSLFFRKVPFGKTYCCDLK.... Result: 1 (interaction). (6) The miRNA is hsa-miR-3681-3p with sequence ACACAGUGCUUCAUCCACUACU. The protein sequence of the target gene is MGNQVEKLTHLSYKEVPTADPTGVDRDDGPRIGVSYIFSNDDEDVEPQPPPQGPDGGGLPDGGDGPPPPQPQPYDPRLHEVECSVFYRDECIYQKSFAPGSAALSTYTPENLLNKCKPGDLVEFVSQAQYPHWAVYVGNFQVVHLHRLEVINSFLTDASQGRRGRVVNDLYRYKPLSSSAVVRNALAHVGAKERELSWRNSESFAAWCRYGKREFKIGGELRIGKQPYRLQIQLSAQRSHTLEFQSLEDLIMEKRRNDQIGRAAVLQELATHLHPAEPEEGDSNVARTTPPPGRPPAPSS.... Result: 1 (interaction).